This data is from Reaction yield outcomes from USPTO patents with 853,638 reactions. The task is: Predict the reaction yield, written as a fraction of the theoretical maximum amount of product (1.0 means a 100% yield; for example, 0.34 means a 34% yield). (1) The reactants are [CH3:1][O:2][CH2:3][CH2:4][O:5][CH2:6][C:7]1[N:12]=[CH:11][C:10]([O:13][C:14]2[CH:15]=[C:16]3[C:20](=[C:21]([O:23][CH:24]4[CH2:29][CH2:28][O:27][CH2:26][CH2:25]4)[CH:22]=2)[NH:19][C:18]([C:30](=[S:32])[NH2:31])=[CH:17]3)=[CH:9][CH:8]=1.[C:33]([O:38][CH2:39][CH3:40])(=[O:37])[C:34]#[C:35][CH3:36].C(P(CCCC)CCCC)CCC.C(OCC)(=O)C. The catalyst is O1CCCC1.C1(C)C=CC=CC=1.CCCCCC. The product is [CH2:39]([O:38][C:33](=[O:37])[CH2:34][CH:35]1[S:32][C:30]([C:18]2[NH:19][C:20]3[C:16]([CH:17]=2)=[CH:15][C:14]([O:13][C:10]2[CH:11]=[N:12][C:7]([CH2:6][O:5][CH2:4][CH2:3][O:2][CH3:1])=[CH:8][CH:9]=2)=[CH:22][C:21]=3[O:23][CH:24]2[CH2:25][CH2:26][O:27][CH2:28][CH2:29]2)=[N:31][CH2:36]1)[CH3:40]. The yield is 0.320. (2) The reactants are [CH:1]([N:4]1[C:9](=[O:10])[C:8]2[CH2:11][CH2:12][CH2:13][N:14](CC3C=CC(OC)=CC=3)[C:7]=2[NH:6][C:5]1=[O:24])([CH3:3])[CH3:2].FC(F)(F)C(O)=O. No catalyst specified. The product is [CH:1]([N:4]1[C:9](=[O:10])[C:8]2[CH2:11][CH2:12][CH2:13][NH:14][C:7]=2[NH:6][C:5]1=[O:24])([CH3:3])[CH3:2]. The yield is 0.110. (3) The reactants are [CH3:1][C:2]([CH3:6])=[CH:3][Mg]Br.O1CC[CH2:9][SiH2:8]1.[CH3:12][CH2:13][CH2:14][CH2:15][CH2:16][CH3:17].C([O:21][CH2:22]C)(=O)C.[CH2:24]1COCC1. The catalyst is C(OCC)C. The product is [OH:21][CH2:22][C:14]1[CH:13]=[CH:12][CH:17]=[CH:16][C:15]=1[Si:8]([CH3:9])([CH3:24])[CH:3]=[C:2]([CH3:6])[CH3:1]. The yield is 0.710. (4) The reactants are C(OC(=O)[NH:7][CH2:8][C:9]1[CH:14]=[C:13]([CH:15]=[CH2:16])[C:12]([NH:17][S:18]([CH3:21])(=[O:20])=[O:19])=[CH:11][C:10]=1[Cl:22])(C)(C)C. The catalyst is C(Cl)Cl.C(O)(C(F)(F)F)=O. The product is [NH2:7][CH2:8][C:9]1[C:10]([Cl:22])=[CH:11][C:12]([NH:17][S:18]([CH3:21])(=[O:20])=[O:19])=[C:13]([CH:15]=[CH2:16])[CH:14]=1. The yield is 1.31. (5) The reactants are Cl.[Br:2][C:3]1[CH:4]=[C:5]([CH2:9][NH2:10])[CH:6]=[CH:7][CH:8]=1.C[O-].[Na+].[CH2:14]([O:16][CH:17]([O:22][CH2:23][CH3:24])[C:18](=[NH:21])OC)[CH3:15]. The catalyst is CO. The product is [Br:2][C:3]1[CH:4]=[C:5]([CH:6]=[CH:7][CH:8]=1)[CH2:9][NH:10][C:18](=[NH:21])[CH:17]([O:22][CH2:23][CH3:24])[O:16][CH2:14][CH3:15]. The yield is 0.510. (6) The reactants are [CH3:1][O:2][C:3]1[CH:8]=[CH:7][C:6]([O:9]C)=[CH:5][C:4]=1[NH:11][C:12](=[O:18])[O:13][C:14]([CH3:17])([CH3:16])[CH3:15].[C:19](O[IH]C1C=CC=CC=1[IH]OC(=O)C)(=[O:21])C. The catalyst is C(OCC)(=O)C. The product is [CH3:1][O:2][C:3]1([O:21][CH3:19])[C:4]([NH:11][C:12](=[O:18])[O:13][C:14]([CH3:17])([CH3:16])[CH3:15])=[CH:5][C:6](=[O:9])[CH:7]=[CH:8]1. The yield is 0.210. (7) The reactants are [H-].[Al+3].[Li+].[H-].[H-].[H-].[Cl:7][C:8]1[CH:9]=[CH:10][C:11]([C:16](OCC)=[O:17])=[N:12][C:13]=1[O:14][CH3:15].O. The catalyst is O1CCCC1. The product is [Cl:7][C:8]1[CH:9]=[CH:10][C:11]([CH:16]=[O:17])=[N:12][C:13]=1[O:14][CH3:15]. The yield is 0.830. (8) The reactants are [CH:1]([O:4][C:5]1([C:8]2[CH:13]=[CH:12][C:11]([C:14]#[C:15][C:16]3[CH:21]=[CH:20][C:19]([CH2:22][C:23]([O:25]C)=[O:24])=[CH:18][CH:17]=3)=[CH:10][C:9]=2[CH2:27][CH3:28])[CH2:7][CH2:6]1)([CH3:3])[CH3:2].[OH-].[Na+].O.CC#N. The catalyst is C(O)C.O1CCCC1. The product is [CH:1]([O:4][C:5]1([C:8]2[CH:13]=[CH:12][C:11]([C:14]#[C:15][C:16]3[CH:21]=[CH:20][C:19]([CH2:22][C:23]([OH:25])=[O:24])=[CH:18][CH:17]=3)=[CH:10][C:9]=2[CH2:27][CH3:28])[CH2:7][CH2:6]1)([CH3:3])[CH3:2]. The yield is 0.570.